Dataset: Catalyst prediction with 721,799 reactions and 888 catalyst types from USPTO. Task: Predict which catalyst facilitates the given reaction. (1) Reactant: ClC(Cl)(OC(=O)[O:6][C:7]([Cl:10])(Cl)Cl)Cl.[CH3:13][O:14][C:15]1[CH:35]=[CH:34][CH:33]=[CH:32][C:16]=1[CH2:17][NH:18][C:19]1[CH:24]=[CH:23][CH:22]=[CH:21][C:20]=1[O:25][C:26]1[CH:31]=[CH:30][CH:29]=[CH:28][CH:27]=1.C(N(C(C)C)CC)(C)C. Product: [Cl:10][C:7]([N:18]([CH2:17][C:16]1[CH:32]=[CH:33][CH:34]=[CH:35][C:15]=1[O:14][CH3:13])[C:19]1[CH:24]=[CH:23][CH:22]=[CH:21][C:20]=1[O:25][C:26]1[CH:31]=[CH:30][CH:29]=[CH:28][CH:27]=1)=[O:6]. The catalyst class is: 2. (2) Reactant: [C:1]([CH:3]1[CH2:8][CH2:7][N:6]([C:9](=[O:44])[C@H:10]([NH:14][C:15]([C:17]2[C:25]3[C:20](=[N:21][CH:22]=[C:23]([C:26]4[C:34]5[C:29](=[CH:30][CH:31]=[CH:32][CH:33]=5)[N:28]([CH3:35])[N:27]=4)[N:24]=3)[N:19](COCC[Si](C)(C)C)[CH:18]=2)=[O:16])[CH:11]2[CH2:13][CH2:12]2)[CH2:5][CH2:4]1)#[N:2].FC(F)(F)C(O)=O.C(N)CN. Product: [C:1]([CH:3]1[CH2:4][CH2:5][N:6]([C:9](=[O:44])[C@H:10]([NH:14][C:15]([C:17]2[C:25]3[C:20](=[N:21][CH:22]=[C:23]([C:26]4[C:34]5[C:29](=[CH:30][CH:31]=[CH:32][CH:33]=5)[N:28]([CH3:35])[N:27]=4)[N:24]=3)[NH:19][CH:18]=2)=[O:16])[CH:11]2[CH2:13][CH2:12]2)[CH2:7][CH2:8]1)#[N:2]. The catalyst class is: 4. (3) Reactant: [C:1]([C:5]1[N:6]([OH:25])[C:7]2[C:16]3[CH:15]=[N:14][N:13]=[C:12]([O:17]C)[C:11]=3[C:10]3[CH:19]=[C:20]([F:23])[CH:21]=[CH:22][C:9]=3[C:8]=2[N:24]=1)([CH3:4])([CH3:3])[CH3:2]. Product: [C:1]([C:5]1[N:6]([OH:25])[C:7]2[C:16]3[CH:15]=[N:14][N:13]=[C:12]([OH:17])[C:11]=3[C:10]3[CH:19]=[C:20]([F:23])[CH:21]=[CH:22][C:9]=3[C:8]=2[N:24]=1)([CH3:4])([CH3:2])[CH3:3]. The catalyst class is: 361. (4) Reactant: [CH3:1][N:2]([CH3:12])[CH2:3][C:4]([C:6]1[CH:11]=[CH:10][CH:9]=[CH:8][CH:7]=1)=[O:5].[OH-].[K+].CC(C)([O-])C.[K+].CC(O)(C)C. Product: [C:6]1([C@@H:4]([OH:5])[CH2:3][N:2]([CH3:1])[CH3:12])[CH:11]=[CH:10][CH:9]=[CH:8][CH:7]=1. The catalyst class is: 41.